From a dataset of Forward reaction prediction with 1.9M reactions from USPTO patents (1976-2016). Predict the product of the given reaction. (1) Given the reactants Cl[C:2]1[C:11]2=[N:12][N:13](CC3C=CC(OC)=CC=3)[CH:14]=[C:10]2[C:9]2[CH:8]=[C:7]([O:24][CH3:25])[CH:6]=[C:5]([O:26][CH3:27])[C:4]=2[N:3]=1.[NH2:28][C:29]1[CH:34]=[CH:33][C:32]([C:35]([N:37]2[CH2:42][CH2:41][N:40]([CH3:43])[CH2:39][CH2:38]2)=[O:36])=[CH:31][CH:30]=1.Cl, predict the reaction product. The product is: [CH3:27][O:26][C:5]1[C:4]2[N:3]=[C:2]([NH:28][C:29]3[CH:30]=[CH:31][C:32]([C:35]([N:37]4[CH2:38][CH2:39][N:40]([CH3:43])[CH2:41][CH2:42]4)=[O:36])=[CH:33][CH:34]=3)[C:11]3=[N:12][NH:13][CH:14]=[C:10]3[C:9]=2[CH:8]=[C:7]([O:24][CH3:25])[CH:6]=1. (2) Given the reactants CS([C:5]1[N:10]=[C:9]([NH:11][C:12]2[CH:24]=[CH:23][C:15]([C:16]([O:18][C:19]([CH3:22])([CH3:21])[CH3:20])=[O:17])=[CH:14][CH:13]=2)[CH:8]=[C:7]([O:25][CH2:26][C:27]([F:30])([F:29])[F:28])[N:6]=1)(=O)=O.CCN(C(C)C)C(C)C.[NH2:40][CH2:41][C:42]1[CH:47]=[CH:46][C:45]([OH:48])=[CH:44][CH:43]=1, predict the reaction product. The product is: [OH:48][C:45]1[CH:46]=[CH:47][C:42]([CH2:41][NH:40][C:5]2[N:10]=[C:9]([NH:11][C:12]3[CH:24]=[CH:23][C:15]([C:16]([O:18][C:19]([CH3:22])([CH3:21])[CH3:20])=[O:17])=[CH:14][CH:13]=3)[CH:8]=[C:7]([O:25][CH2:26][C:27]([F:30])([F:29])[F:28])[N:6]=2)=[CH:43][CH:44]=1. (3) Given the reactants [N:1]1([C:7]([C@H:9]2[NH:13][CH2:12][C@@H:11]([S:14][C:15](=[O:17])[CH3:16])[CH2:10]2)=[O:8])[CH2:6][CH2:5][CH2:4][CH2:3][CH2:2]1.[CH:18]1[C:27]2[C:22](=[CH:23][CH:24]=[CH:25][CH:26]=2)[CH:21]=[CH:20][C:19]=1[S:28](Cl)(=[O:30])=[O:29].OS([O-])(=O)=O.[K+], predict the reaction product. The product is: [CH:18]1[C:27]2[C:22](=[CH:23][CH:24]=[CH:25][CH:26]=2)[CH:21]=[CH:20][C:19]=1[S:28]([N:13]1[C@H:9]([C:7]([N:1]2[CH2:6][CH2:5][CH2:4][CH2:3][CH2:2]2)=[O:8])[CH2:10][C@H:11]([S:14][C:15](=[O:17])[CH3:16])[CH2:12]1)(=[O:29])=[O:30]. (4) Given the reactants [OH-].[Li+].O.C([O:7][CH2:8][C:9]([NH:11][C:12]1[C:20]2[C:15](=[N:16][C:17]([C:28]3[CH:33]=[CH:32][CH:31]=[CH:30][C:29]=3[Cl:34])=[C:18]([C:21]3[CH:26]=[CH:25][C:24]([Cl:27])=[CH:23][CH:22]=3)[CH:19]=2)[O:14][C:13]=1[C:35](=[O:40])[C:36]([OH:39])([CH3:38])[CH3:37])=[O:10])(=O)C.CO, predict the reaction product. The product is: [Cl:34][C:29]1[CH:30]=[CH:31][CH:32]=[CH:33][C:28]=1[C:17]1[N:16]=[C:15]2[O:14][C:13]([C:35](=[O:40])[C:36]([OH:39])([CH3:38])[CH3:37])=[C:12]([NH:11][C:9](=[O:10])[CH2:8][OH:7])[C:20]2=[CH:19][C:18]=1[C:21]1[CH:22]=[CH:23][C:24]([Cl:27])=[CH:25][CH:26]=1. (5) The product is: [NH2:51][CH2:49][C:17]([NH:19][CH2:20][CH2:21][C@H:22]([NH:26][C:57]([NH:56][C:59]1[CH:71]=[CH:70][C:69]2[C:68]3[C:63](=[CH:64][CH:65]=[CH:66][CH:67]=3)[CH2:62][C:61]=2[CH:60]=1)=[O:58])[C:23]([NH:11][C:7]1[CH:8]=[C:9]2[C:4](=[CH:5][CH:6]=1)[NH:3][C:2]([CH3:1])=[CH:10]2)=[O:25])=[O:18]. Given the reactants [CH3:1][C:2]1[NH:3][C:4]2[C:9]([CH:10]=1)=[CH:8][C:7]([NH2:11])=[CH:6][CH:5]=2.C(O[C:17]([NH:19][CH2:20][CH2:21][C@H:22]([NH:26]C(OCC1C2C=CC=CC=2C2C1=CC=CC=2)=O)[C:23]([OH:25])=O)=[O:18])(C)(C)C.C(O[C:49]([NH:51]CC(O)=O)=O)(C)(C)C.[N:56]([C:59]1[CH:71]=[CH:70][C:69]2[C:68]3[C:63](=[CH:64][CH:65]=[CH:66][CH:67]=3)[CH2:62][C:61]=2[CH:60]=1)=[C:57]=[O:58], predict the reaction product. (6) Given the reactants [F:1][C:2]([F:28])([C:5]([F:27])([F:26])[C:6]([F:25])([F:24])[C:7]([F:23])([F:22])[C:8]([F:21])([F:20])[C:9]([F:19])([F:18])[C:10]([F:17])([F:16])[C:11]([F:15])([F:14])[CH2:12][OH:13])[CH2:3][OH:4].[OH-].[K+].[CH2:31](Br)[C:32]1[CH:37]=[CH:36][CH:35]=[CH:34][CH:33]=1, predict the reaction product. The product is: [CH2:31]([O:13][CH2:12][C:11]([F:15])([F:14])[C:10]([F:16])([F:17])[C:9]([F:18])([F:19])[C:8]([F:20])([F:21])[C:7]([F:22])([F:23])[C:6]([F:25])([F:24])[C:5]([F:26])([F:27])[C:2]([F:28])([F:1])[CH2:3][OH:4])[C:32]1[CH:37]=[CH:36][CH:35]=[CH:34][CH:33]=1.